Dataset: Forward reaction prediction with 1.9M reactions from USPTO patents (1976-2016). Task: Predict the product of the given reaction. (1) The product is: [C:19]([O:18][C:16]([NH:1][C:2]1[N:3]=[CH:4][C:5]2[CH:6]=[CH:7][CH:8]=[C:9]([C:12]([O:14][CH3:15])=[O:13])[C:10]=2[CH:11]=1)=[O:17])([CH3:22])([CH3:21])[CH3:20]. Given the reactants [NH2:1][C:2]1[N:3]=[CH:4][C:5]2[CH:6]=[CH:7][CH:8]=[C:9]([C:12]([O:14][CH3:15])=[O:13])[C:10]=2[CH:11]=1.[C:16](O[C:16]([O:18][C:19]([CH3:22])([CH3:21])[CH3:20])=[O:17])([O:18][C:19]([CH3:22])([CH3:21])[CH3:20])=[O:17], predict the reaction product. (2) Given the reactants [CH:1]([O:4][C:5]1[C:10]2[CH2:11][CH:12]([CH2:14]OS(C3C=CC(C)=CC=3)(=O)=O)[O:13][C:9]=2[CH:8]=[C:7]([C:26](=[O:34])[NH:27][C:28]2[CH:32]=[CH:31][N:30]([CH3:33])[N:29]=2)[CH:6]=1)([CH3:3])[CH3:2].[NH2:35][CH2:36][CH2:37][CH3:38], predict the reaction product. The product is: [CH3:33][N:30]1[CH:31]=[CH:32][C:28]([NH:27][C:26]([C:7]2[CH:6]=[C:5]([O:4][CH:1]([CH3:3])[CH3:2])[C:10]3[CH2:11][CH:12]([CH2:14][NH:35][CH:36]4[CH2:38][CH2:37]4)[O:13][C:9]=3[CH:8]=2)=[O:34])=[N:29]1.